Dataset: Forward reaction prediction with 1.9M reactions from USPTO patents (1976-2016). Task: Predict the product of the given reaction. (1) Given the reactants Cl[C:2]1[CH:3]=[CH:4][C:5]2[N:12]3[CH2:13][C@H:8]([CH2:9][CH2:10][CH2:11]3)[NH:7][C:6]=2[N:14]=1.[F:15][C:16]([F:23])([F:22])[C@H:17]1[CH2:21][CH2:20][CH2:19]N1.[CH3:24]C([O-])(C)C.[K+], predict the reaction product. The product is: [F:15][C:16]([F:23])([F:22])[C@@H:17]1[CH2:24][CH2:19][CH2:20][CH:21]1[C:2]1[CH:3]=[CH:4][CH:5]2[N:12]3[CH2:13][C@H:8]([CH2:9][CH2:10][CH2:11]3)[NH:7][CH:6]2[N:14]=1. (2) Given the reactants Cl.[OH:2][C:3]1[C:12]([CH3:13])=[C:11]2[C:6]([C:7](=[O:20])[C:8]([CH3:19])=[C:9]([C@H:14]3[CH2:18][CH2:17][CH2:16][NH:15]3)[O:10]2)=[CH:5][CH:4]=1.N1C(C)=CC=C[C:22]=1[CH3:28].ICC.[C:32](Cl)(=[O:34])[CH3:33], predict the reaction product. The product is: [C:32]([O:2][C:3]1[C:12]([CH3:13])=[C:11]2[C:6]([C:7](=[O:20])[C:8]([CH3:19])=[C:9]([C@H:14]3[CH2:18][CH2:17][CH2:16][N:15]3[CH2:22][CH3:28])[O:10]2)=[CH:5][CH:4]=1)(=[O:34])[CH3:33]. (3) Given the reactants [NH2:1][C:2]1[C:3]([C:8]([NH2:10])=[O:9])=[N:4][CH:5]=[CH:6][N:7]=1.[F:11]F.C(=O)([O-])O.[Na+].C(OCC)(=O)C, predict the reaction product. The product is: [NH2:1][C:2]1[C:3]([C:8]([NH2:10])=[O:9])=[N:4][C:5]([F:11])=[CH:6][N:7]=1. (4) The product is: [C:4]([C@H:8]1[CH2:13][CH2:12][C@H:11]([O:14][C:15]2[CH:24]=[C:23]3[C:18]([CH:19]=[C:20]([CH:25]=[O:2])[N:21]=[CH:22]3)=[CH:17][CH:16]=2)[CH2:10][CH2:9]1)([CH3:7])([CH3:6])[CH3:5]. Given the reactants [Se](=O)=[O:2].[C:4]([C@H:8]1[CH2:13][CH2:12][C@H:11]([O:14][C:15]2[CH:24]=[C:23]3[C:18]([CH:19]=[C:20]([CH3:25])[N:21]=[CH:22]3)=[CH:17][CH:16]=2)[CH2:10][CH2:9]1)([CH3:7])([CH3:6])[CH3:5], predict the reaction product. (5) Given the reactants Cl[CH2:2][CH2:3][CH2:4][S:5](Cl)(=[O:7])=[O:6].[NH2:9][C:10]1[CH:40]=[CH:39][C:13]2[N:14]=[C:15]([NH:17][C:18]3[CH:23]=[C:22]([CH2:24][C:25]4[CH:30]=[CH:29][CH:28]=[CH:27][CH:26]=4)[N:21]=[C:20]([NH:31][C@H:32]4[CH2:37][CH2:36][C@H:35]([OH:38])[CH2:34][CH2:33]4)[N:19]=3)[S:16][C:12]=2[CH:11]=1.C(N(C(C)C)CC)(C)C.CC(C)([O-])C.[K+], predict the reaction product. The product is: [O:6]=[S:5]1(=[O:7])[CH2:4][CH2:3][CH2:2][N:9]1[C:10]1[CH:40]=[CH:39][C:13]2[N:14]=[C:15]([NH:17][C:18]3[CH:23]=[C:22]([CH2:24][C:25]4[CH:26]=[CH:27][CH:28]=[CH:29][CH:30]=4)[N:21]=[C:20]([NH:31][C@H:32]4[CH2:33][CH2:34][C@H:35]([OH:38])[CH2:36][CH2:37]4)[N:19]=3)[S:16][C:12]=2[CH:11]=1. (6) The product is: [I:5][C:6]1[CH:15]=[CH:14][C:13]2[C:8](=[CH:9][CH:10]=[C:11]([OH:16])[CH:12]=2)[CH:7]=1. Given the reactants B(Br)(Br)Br.[I:5][C:6]1[CH:15]=[CH:14][C:13]2[C:8](=[CH:9][CH:10]=[C:11]([O:16]C)[CH:12]=2)[CH:7]=1.O, predict the reaction product. (7) Given the reactants FC(F)(F)C(O)=O.[NH2:8][C@H:9]([C:19]1[C:24]([C:25]2[CH:26]=[CH:27][C:28]([F:34])=[C:29]([CH:33]=2)[C:30]([NH2:32])=[O:31])=[CH:23][CH:22]=[CH:21][N:20]=1)[CH2:10][C:11]1[CH:16]=[C:15]([F:17])[CH:14]=[C:13]([F:18])[CH:12]=1.[CH3:35][C:36]1[C:52]([CH3:53])=[CH:51][C:39]2[N:40]([CH2:47][C:48](O)=[O:49])[C:41]([C:43]([F:46])([F:45])[F:44])=[N:42][C:38]=2[CH:37]=1, predict the reaction product. The product is: [F:17][C:15]1[CH:16]=[C:11]([CH2:10][C@@H:9]([C:19]2[C:24]([C:25]3[CH:26]=[CH:27][C:28]([F:34])=[C:29]([CH:33]=3)[C:30]([NH2:32])=[O:31])=[CH:23][CH:22]=[CH:21][N:20]=2)[NH:8][C:48](=[O:49])[CH2:47][N:40]2[C:39]3[CH:51]=[C:52]([CH3:53])[C:36]([CH3:35])=[CH:37][C:38]=3[N:42]=[C:41]2[C:43]([F:45])([F:44])[F:46])[CH:12]=[C:13]([F:18])[CH:14]=1. (8) The product is: [Cl:1][C:2]1[C:11]([NH2:12])=[C:10]2[C:5]([C:6]([O:15][CH3:16])=[CH:7][CH:8]=[N:9]2)=[CH:4][CH:3]=1. Given the reactants [Cl:1][C:2]1[C:11]([N+:12]([O-])=O)=[C:10]2[C:5]([C:6]([O:15][CH3:16])=[CH:7][CH:8]=[N:9]2)=[CH:4][CH:3]=1, predict the reaction product. (9) Given the reactants FC(F)(F)C(O)=O.[Br:8][C:9]1[C:10]([F:38])=[C:11]([CH:15]2[C:19]([C:22]3[CH:27]=[CH:26][C:25]([Cl:28])=[CH:24][C:23]=3[F:29])([C:20]#[N:21])[CH:18]([CH2:30][C:31]([CH3:34])([CH3:33])[CH3:32])[NH:17][CH:16]2[C:35]([OH:37])=O)[CH:12]=[CH:13][CH:14]=1.CC1(C)[O:44][C@@H:43]([CH2:45][CH2:46][NH2:47])[CH2:42][O:41]1.CN(C(ON1N=NC2C=CC=NC1=2)=[N+](C)C)C.F[P-](F)(F)(F)(F)F.CCN(C(C)C)C(C)C.Cl, predict the reaction product. The product is: [OH:44][C@H:43]([CH2:42][OH:41])[CH2:45][CH2:46][NH:47][C:35]([CH:16]1[CH:15]([C:11]2[CH:12]=[CH:13][CH:14]=[C:9]([Br:8])[C:10]=2[F:38])[C:19]([C:22]2[CH:27]=[CH:26][C:25]([Cl:28])=[CH:24][C:23]=2[F:29])([C:20]#[N:21])[CH:18]([CH2:30][C:31]([CH3:34])([CH3:33])[CH3:32])[NH:17]1)=[O:37]. (10) Given the reactants Cl.[Br:2][C:3]1[CH:4]=[C:5]([C:9](=[NH:12])OC)[CH:6]=[CH:7][CH:8]=1.[CH:13]([NH:15][NH2:16])=O.O, predict the reaction product. The product is: [Br:2][C:3]1[CH:4]=[C:5]([C:9]2[N:12]=[CH:13][NH:15][N:16]=2)[CH:6]=[CH:7][CH:8]=1.